From a dataset of NCI-60 drug combinations with 297,098 pairs across 59 cell lines. Regression. Given two drug SMILES strings and cell line genomic features, predict the synergy score measuring deviation from expected non-interaction effect. (1) Drug 1: CN1C2=C(C=C(C=C2)N(CCCl)CCCl)N=C1CCCC(=O)O.Cl. Drug 2: C(CN)CNCCSP(=O)(O)O. Cell line: PC-3. Synergy scores: CSS=8.80, Synergy_ZIP=-2.79, Synergy_Bliss=-2.61, Synergy_Loewe=6.10, Synergy_HSA=-1.04. (2) Drug 1: C1=CC(=C(C=C1I)F)NC2=C(C=CC(=C2F)F)C(=O)NOCC(CO)O. Drug 2: CC1(CCCN1)C2=NC3=C(C=CC=C3N2)C(=O)N. Cell line: OVCAR3. Synergy scores: CSS=13.0, Synergy_ZIP=-4.46, Synergy_Bliss=0.913, Synergy_Loewe=1.72, Synergy_HSA=3.12. (3) Drug 1: COC1=NC(=NC2=C1N=CN2C3C(C(C(O3)CO)O)O)N. Drug 2: C1CC(=O)NC(=O)C1N2C(=O)C3=CC=CC=C3C2=O. Cell line: RPMI-8226. Synergy scores: CSS=24.2, Synergy_ZIP=-4.26, Synergy_Bliss=-9.02, Synergy_Loewe=16.3, Synergy_HSA=-6.42. (4) Drug 1: C1CCN(CC1)CCOC2=CC=C(C=C2)C(=O)C3=C(SC4=C3C=CC(=C4)O)C5=CC=C(C=C5)O. Drug 2: CC(C)NC(=O)C1=CC=C(C=C1)CNNC.Cl. Cell line: HOP-92. Synergy scores: CSS=-0.683, Synergy_ZIP=-2.02, Synergy_Bliss=-7.86, Synergy_Loewe=-6.58, Synergy_HSA=-7.55. (5) Drug 1: CCC1=CC2CC(C3=C(CN(C2)C1)C4=CC=CC=C4N3)(C5=C(C=C6C(=C5)C78CCN9C7C(C=CC9)(C(C(C8N6C)(C(=O)OC)O)OC(=O)C)CC)OC)C(=O)OC.C(C(C(=O)O)O)(C(=O)O)O. Synergy scores: CSS=50.7, Synergy_ZIP=-5.33, Synergy_Bliss=-9.43, Synergy_Loewe=-3.60, Synergy_HSA=-3.31. Cell line: KM12. Drug 2: CC1CCC2CC(C(=CC=CC=CC(CC(C(=O)C(C(C(=CC(C(=O)CC(OC(=O)C3CCCCN3C(=O)C(=O)C1(O2)O)C(C)CC4CCC(C(C4)OC)O)C)C)O)OC)C)C)C)OC. (6) Drug 1: C1=CN(C=N1)CC(O)(P(=O)(O)O)P(=O)(O)O. Drug 2: C1CCC(C(C1)N)N.C(=O)(C(=O)[O-])[O-].[Pt+4]. Cell line: M14. Synergy scores: CSS=12.8, Synergy_ZIP=-3.12, Synergy_Bliss=-0.430, Synergy_Loewe=1.61, Synergy_HSA=2.04. (7) Drug 1: CCN(CC)CCCC(C)NC1=C2C=C(C=CC2=NC3=C1C=CC(=C3)Cl)OC. Drug 2: CN(C(=O)NC(C=O)C(C(C(CO)O)O)O)N=O. Cell line: 786-0. Synergy scores: CSS=24.8, Synergy_ZIP=-7.94, Synergy_Bliss=0.176, Synergy_Loewe=-15.2, Synergy_HSA=-0.0868.